This data is from Catalyst prediction with 721,799 reactions and 888 catalyst types from USPTO. The task is: Predict which catalyst facilitates the given reaction. (1) Reactant: [NH2:1][C@@H:2]([CH2:6][S:7][CH2:8][C:9]1[CH:14]=[CH:13][C:12]([O:15][CH3:16])=[CH:11][CH:10]=1)[C:3]([OH:5])=[O:4].C(=O)([O-])[O-].[K+].[K+].O([C:31]([O:33][C:34]([CH3:37])([CH3:36])[CH3:35])=[O:32])[C:31]([O:33][C:34]([CH3:37])([CH3:36])[CH3:35])=[O:32]. Product: [C:31]([C@@:2]([NH2:1])([CH2:6][S:7][CH2:8][C:9]1[CH:14]=[CH:13][C:12]([O:15][CH3:16])=[CH:11][CH:10]=1)[C:3]([OH:5])=[O:4])([O:33][C:34]([CH3:35])([CH3:36])[CH3:37])=[O:32]. The catalyst class is: 30. (2) Reactant: [N:1]1([CH2:7][CH2:8][NH:9][S:10]([C:13]2[CH:17]=[C:16]([C:18]([C:20]3[C:21](Cl)=[N:22][CH:23]=[CH:24][CH:25]=3)=O)[NH:15][CH:14]=2)(=[O:12])=[O:11])[CH2:6][CH2:5][O:4][CH2:3][CH2:2]1.O.[NH2:28][NH2:29]. Product: [N:1]1([CH2:7][CH2:8][NH:9][S:10]([C:13]2[CH:17]=[C:16]([C:18]3[C:20]4[C:21](=[N:22][CH:23]=[CH:24][CH:25]=4)[NH:29][N:28]=3)[NH:15][CH:14]=2)(=[O:12])=[O:11])[CH2:6][CH2:5][O:4][CH2:3][CH2:2]1. The catalyst class is: 8.